Dataset: Forward reaction prediction with 1.9M reactions from USPTO patents (1976-2016). Task: Predict the product of the given reaction. Given the reactants [CH3:1][N:2]1[C@@H:19]2[CH2:20][C:7]3=[CH:8][CH:9]=[C:10]([OH:22])[C:11]4[O:12][C@H:13]5[C:14]([CH2:16][CH2:17][C@:18]2([OH:21])[C@:5]5([C:6]=43)[CH2:4][CH2:3]1)=[O:15].O, predict the reaction product. The product is: [CH3:1][N:2]1[C@@H:19]2[CH2:20][C:7]3[CH:8]=[CH:9][C:10]([OH:22])=[C:11]4[O:12][C@H:13]5[C:14]([CH:16]=[CH:17][C@:18]2([OH:21])[C@:5]5([C:6]=34)[CH2:4][CH2:3]1)=[O:15].